Dataset: Catalyst prediction with 721,799 reactions and 888 catalyst types from USPTO. Task: Predict which catalyst facilitates the given reaction. (1) Reactant: C(OC(=O)[NH:7][C:8]1([C:47]2[CH:52]=[CH:51][CH:50]=[CH:49][CH:48]=2)[CH2:13][CH2:12][N:11]([C:14]([C:16]2[C:17]3[C:39]([CH3:40])=[N:38][N:37](C4CCCCO4)[C:18]=3[N:19]=[C:20]([C:22]3[CH:27]=[CH:26][C:25]([O:28]CC4C=CC=CC=4)=[CH:24][C:23]=3[F:36])[CH:21]=2)=[O:15])[CH2:10][CH2:9]1)(C)(C)C. Product: [NH2:7][C:8]1([C:47]2[CH:52]=[CH:51][CH:50]=[CH:49][CH:48]=2)[CH2:13][CH2:12][N:11]([C:14]([C:16]2[CH:21]=[C:20]([C:22]3[CH:27]=[CH:26][C:25]([OH:28])=[CH:24][C:23]=3[F:36])[N:19]=[C:18]3[NH:37][N:38]=[C:39]([CH3:40])[C:17]=23)=[O:15])[CH2:10][CH2:9]1. The catalyst class is: 5. (2) Reactant: [N:1]1[CH:6]=[CH:5][CH:4]=[CH:3][C:2]=1[C:7]1[C:11]([NH2:12])=[CH:10][NH:9][N:8]=1.CCN(CC)CC.[C:20](Cl)(=[O:22])[CH3:21]. Product: [N:1]1[CH:6]=[CH:5][CH:4]=[CH:3][C:2]=1[C:7]1[C:11]([NH:12][C:20](=[O:22])[CH3:21])=[CH:10][NH:9][N:8]=1. The catalyst class is: 1. (3) Reactant: C[O:2][C:3](=[O:9])[C:4]([CH3:8])([CH3:7])[CH2:5][OH:6].[H-].[Na+].[CH2:12](Br)[C:13]1[CH:18]=[CH:17][CH:16]=[CH:15][CH:14]=1.O. Product: [CH2:12]([O:6][CH2:5][C:4]([CH3:8])([CH3:7])[C:3]([OH:2])=[O:9])[C:13]1[CH:18]=[CH:17][CH:16]=[CH:15][CH:14]=1. The catalyst class is: 1. (4) Reactant: [Br:1][C:2]1[CH:3]=[C:4]2[C:9](=[CH:10][CH:11]=1)[N:8]=[C:7](Cl)[C:6]([C:13]([OH:15])=[O:14])=[CH:5]2.[NH2:16][CH:17]([C:26]([OH:28])=[O:27])[CH2:18][C:19]1[CH:24]=[CH:23][C:22]([OH:25])=[CH:21][CH:20]=1. Product: [Br:1][C:2]1[CH:3]=[C:4]2[C:9](=[CH:10][CH:11]=1)[N:8]=[C:7]([NH:16][CH:17]([C:26]([OH:28])=[O:27])[CH2:18][C:19]1[CH:20]=[CH:21][C:22]([OH:25])=[CH:23][CH:24]=1)[C:6]([C:13]([OH:15])=[O:14])=[CH:5]2. The catalyst class is: 16. (5) Reactant: Br[CH2:2][C:3]1[CH:8]=[CH:7][CH:6]=[C:5]([F:9])[C:4]=1[F:10].[Na].[C:12]([O:18][CH2:19][CH3:20])(=[O:17])[CH2:13][C:14]([CH3:16])=[O:15]. Product: [F:10][C:4]1[C:5]([F:9])=[CH:6][CH:7]=[CH:8][C:3]=1[CH2:2][CH:13]([C:14](=[O:15])[CH3:16])[C:12]([O:18][CH2:19][CH3:20])=[O:17]. The catalyst class is: 7. (6) Reactant: C(OC([N:8]1[CH2:13][CH2:12][CH:11]([C:14](=[O:26])[NH:15][C:16]2[S:17][C:18]3[CH:24]=[C:23]([OH:25])[CH:22]=[CH:21][C:19]=3[N:20]=2)[CH2:10][CH2:9]1)=O)(C)(C)C.[F:27][C:28]1[CH:33]=[CH:32][C:31]([S:34](Cl)(=[O:36])=[O:35])=[CH:30][CH:29]=1.C(N(CC)CC)C. Product: [NH:8]1[CH2:9][CH2:10][CH:11]([C:14]([NH:15][C:16]2[S:17][C:18]3[CH:24]=[C:23]([O:25][S:34]([C:31]4[CH:32]=[CH:33][C:28]([F:27])=[CH:29][CH:30]=4)(=[O:36])=[O:35])[CH:22]=[CH:21][C:19]=3[N:20]=2)=[O:26])[CH2:12][CH2:13]1. The catalyst class is: 21. (7) Reactant: [CH3:1][O:2][C:3]([C:5]1([CH:18](OS(C(F)(F)F)(=O)=O)[CH3:19])[O:10][CH2:9][CH2:8][N:7]([C:11]([O:13][C:14]([CH3:17])([CH3:16])[CH3:15])=[O:12])[CH2:6]1)=[O:4].N12CCCN=C1CCCCC2. Product: [CH3:1][O:2][C:3]([C:5]1([CH:18]=[CH2:19])[O:10][CH2:9][CH2:8][N:7]([C:11]([O:13][C:14]([CH3:16])([CH3:15])[CH3:17])=[O:12])[CH2:6]1)=[O:4]. The catalyst class is: 4.